From a dataset of Peptide-MHC class II binding affinity with 134,281 pairs from IEDB. Regression. Given a peptide amino acid sequence and an MHC pseudo amino acid sequence, predict their binding affinity value. This is MHC class II binding data. (1) The peptide sequence is WSKDIYNYMEPYVSK. The MHC is DRB1_0401 with pseudo-sequence DRB1_0401. The binding affinity (normalized) is 0.568. (2) The peptide sequence is CDPKRYFVPIFSEAV. The MHC is DRB1_1101 with pseudo-sequence DRB1_1101. The binding affinity (normalized) is 0.408. (3) The MHC is DRB1_0101 with pseudo-sequence DRB1_0101. The peptide sequence is ANAYSGKNRHMQRQG. The binding affinity (normalized) is 0.710.